This data is from Forward reaction prediction with 1.9M reactions from USPTO patents (1976-2016). The task is: Predict the product of the given reaction. (1) Given the reactants [SH:1][CH2:2][C:3]([O:5][CH3:6])=[O:4].[C:7]([O:11][CH3:12])(=[O:10])[CH:8]=[CH2:9], predict the reaction product. The product is: [CH3:6][O:5][C:3](=[O:4])[CH2:2][S:1][CH2:9][CH2:8][C:7]([O:11][CH3:12])=[O:10]. (2) Given the reactants [CH3:1]CCCCCC.C([O:11][C:12]1[C:17]([C:18]([CH3:21])([CH3:20])[CH3:19])=[CH:16]C(O)=[C:14]([CH:23](O)[CH:24]([CH2:30][CH2:31][CH2:32][CH2:33][CH3:34])[CH2:25][CH2:26][CH2:27][CH2:28][CH3:29])[C:13]=1[C:36]([CH3:39])([CH3:38])[CH3:37])(=O)C.[C:40](=[O:43])([O-])O.[Na+].[CH3:45][O-:46].[Na+], predict the reaction product. The product is: [C:45]([O:11][C:12]1[C:17]([C:18]([CH3:21])([CH3:19])[CH3:20])=[CH:16][C:40]2[O:43][C:24]([CH2:25][CH2:26][CH2:27][CH2:28][CH3:29])([CH2:30][CH2:31][CH2:32][CH2:33][CH3:34])[CH2:23][C:14]=2[C:13]=1[C:36]([CH3:39])([CH3:38])[CH3:37])(=[O:46])[CH3:1]. (3) Given the reactants [F:1][C:2]([F:47])([F:46])[C:3]1[CH:4]=[C:5]([C:13]2[N:17]=[CH:16][N:15](/[CH:18]=[CH:19]\[C:20]([N:22]3[CH2:27][CH:26]4[CH:24]([CH:25]4[NH:28]C(=O)OCC4C5C=CC=CC=5C5C4=CC=CC=5)[CH2:23]3)=[O:21])[N:14]=2)[CH:6]=[C:7]([C:9]([F:12])([F:11])[F:10])[CH:8]=1, predict the reaction product. The product is: [NH2:28][CH:25]1[CH:24]2[CH:26]1[CH2:27][N:22]([C:20](=[O:21])/[CH:19]=[CH:18]\[N:15]1[CH:16]=[N:17][C:13]([C:5]3[CH:4]=[C:3]([C:2]([F:1])([F:46])[F:47])[CH:8]=[C:7]([C:9]([F:12])([F:11])[F:10])[CH:6]=3)=[N:14]1)[CH2:23]2.